This data is from NCI-60 drug combinations with 297,098 pairs across 59 cell lines. The task is: Regression. Given two drug SMILES strings and cell line genomic features, predict the synergy score measuring deviation from expected non-interaction effect. (1) Drug 1: CC1=CC2C(CCC3(C2CCC3(C(=O)C)OC(=O)C)C)C4(C1=CC(=O)CC4)C. Drug 2: C1=C(C(=O)NC(=O)N1)N(CCCl)CCCl. Cell line: HS 578T. Synergy scores: CSS=14.7, Synergy_ZIP=2.90, Synergy_Bliss=10.1, Synergy_Loewe=0.626, Synergy_HSA=4.81. (2) Synergy scores: CSS=26.8, Synergy_ZIP=9.22, Synergy_Bliss=8.25, Synergy_Loewe=6.64, Synergy_HSA=7.59. Drug 1: CNC(=O)C1=CC=CC=C1SC2=CC3=C(C=C2)C(=NN3)C=CC4=CC=CC=N4. Drug 2: C1=C(C(=O)NC(=O)N1)N(CCCl)CCCl. Cell line: NCI/ADR-RES. (3) Drug 1: CC1OCC2C(O1)C(C(C(O2)OC3C4COC(=O)C4C(C5=CC6=C(C=C35)OCO6)C7=CC(=C(C(=C7)OC)O)OC)O)O. Drug 2: C1CN(CCN1C(=O)CCBr)C(=O)CCBr. Cell line: OVCAR-5. Synergy scores: CSS=20.0, Synergy_ZIP=-6.63, Synergy_Bliss=-3.16, Synergy_Loewe=-5.23, Synergy_HSA=-2.71.